From a dataset of Full USPTO retrosynthesis dataset with 1.9M reactions from patents (1976-2016). Predict the reactants needed to synthesize the given product. (1) Given the product [OH:10][C:6]1[N:5]=[C:4]([CH3:11])[CH:3]=[C:2]([O:13][CH3:12])[C:7]=1[C:8]#[N:9], predict the reactants needed to synthesize it. The reactants are: Cl[C:2]1[C:7]([C:8]#[N:9])=[C:6]([OH:10])[N:5]=[C:4]([CH3:11])[CH:3]=1.[CH3:12][O-:13].[Na+]. (2) Given the product [CH2:14]([O:8][C:7]1[CH:9]=[CH:10][C:2]([C:1]([O:12][CH3:13])=[O:11])=[CH:3][C:4]=1[O:5][CH3:6])[C:15]1[CH:23]=[CH:22][CH:19]=[CH:17][CH:16]=1.[CH2:33]([O:18][C:17]1[CH:16]=[C:15]([CH:23]=[CH:22][C:19]=1[O:20][CH3:21])[C:14]([O:25][CH3:26])=[O:24])[C:34]1[CH:39]=[CH:38][CH:37]=[CH:36][CH:35]=1, predict the reactants needed to synthesize it. The reactants are: [C:1]([O:12][CH3:13])(=[O:11])[C:2]1[CH:10]=[CH:9][C:7]([OH:8])=[C:4]([O:5][CH3:6])[CH:3]=1.[C:14]([O:25][CH3:26])(=[O:24])[C:15]1[CH:23]=[CH:22][C:19]([O:20][CH3:21])=[C:17]([OH:18])[CH:16]=1.C(=O)([O-])[O-].[K+].[K+].[CH2:33](Br)[C:34]1[CH:39]=[CH:38][CH:37]=[CH:36][CH:35]=1. (3) Given the product [Br:17][C:3]1[C:2]([CH3:1])=[CH:11][C:10]2[C:5](=[CH:6][CH:7]=[C:8]([S:12]([CH3:15])(=[O:14])=[O:13])[CH:9]=2)[C:4]=1[OH:16], predict the reactants needed to synthesize it. The reactants are: [CH3:1][CH:2]1[CH2:11][C:10]2[C:5](=[CH:6][CH:7]=[C:8]([S:12]([CH3:15])(=[O:14])=[O:13])[CH:9]=2)[C:4](=[O:16])[CH2:3]1.[Br:17]Br.